From a dataset of Forward reaction prediction with 1.9M reactions from USPTO patents (1976-2016). Predict the product of the given reaction. (1) Given the reactants [CH:1]([CH:15]1[CH2:20][C:19](=[O:21])[O:18][C:16]1=[O:17])=[CH:2][CH2:3][CH2:4][CH2:5][CH2:6][CH2:7][CH2:8][CH2:9][CH2:10][CH2:11][CH2:12][CH2:13][CH3:14].C(N(CC)CC)C.[F:29][C:30]1[CH:51]=[CH:50][CH:49]=[CH:48][C:31]=1[CH:32]=[C:33]1[C:38](=[O:39])[C:37](=[CH:40][C:41]2[CH:46]=[CH:45][CH:44]=[CH:43][C:42]=2[F:47])[CH2:36][NH:35][CH2:34]1.CO, predict the reaction product. The product is: [F:47][C:42]1[CH:43]=[CH:44][CH:45]=[CH:46][C:41]=1[CH:40]=[C:37]1[C:38](=[O:39])[C:33](=[CH:32][C:31]2[CH:48]=[CH:49][CH:50]=[CH:51][C:30]=2[F:29])[CH2:34][N:35]([C:16]([CH:15]([CH:1]=[CH:2][CH2:3][CH2:4][CH2:5][CH2:6][CH2:7][CH2:8][CH2:9][CH2:10][CH2:11][CH2:12][CH2:13][CH3:14])[CH2:20][C:19]([OH:18])=[O:21])=[O:17])[CH2:36]1. (2) The product is: [C:14]([C:16]1[CH:17]=[CH:18][C:19]2[C:21](=[C:8]([S:7][CH3:6])[C:9](=[O:11])[N:20]=2)[CH:22]=1)#[N:15]. Given the reactants S(Cl)(Cl)(=O)=O.[CH3:6][S:7][CH2:8][C:9]([O:11]CC)=O.[C:14]([C:16]1[CH:22]=[CH:21][C:19]([NH2:20])=[CH:18][CH:17]=1)#[N:15].CN(C)C1C2C(=CC=CC=2N(C)C)C=CC=1.C(N(CC)CC)C, predict the reaction product.